This data is from Catalyst prediction with 721,799 reactions and 888 catalyst types from USPTO. The task is: Predict which catalyst facilitates the given reaction. (1) Reactant: C([O:3][C:4](=[O:39])[C:5]([O:8][C:9]1[CH:14]=[CH:13][C:12]([O:15][CH2:16][CH2:17][C:18]2[N:19]=[C:20]([C:24]3[CH:29]=[CH:28][C:27]([C:30]4[CH:35]=[CH:34][CH:33]=[CH:32][CH:31]=4)=[CH:26][CH:25]=3)[O:21][C:22]=2[CH3:23])=[C:11]([CH2:36][CH2:37][CH3:38])[CH:10]=1)([CH3:7])[CH3:6])C.[OH-].[Na+]. Product: [C:27]1([C:30]2[CH:31]=[CH:32][CH:33]=[CH:34][CH:35]=2)[CH:26]=[CH:25][C:24]([C:20]2[O:21][C:22]([CH3:23])=[C:18]([CH2:17][CH2:16][O:15][C:12]3[CH:13]=[CH:14][C:9]([O:8][C:5]([CH3:6])([CH3:7])[C:4]([OH:39])=[O:3])=[CH:10][C:11]=3[CH2:36][CH2:37][CH3:38])[N:19]=2)=[CH:29][CH:28]=1. The catalyst class is: 8. (2) Product: [CH:1]1([N:6]2[CH2:7][CH2:8][N:9]([C:12]([C:14]3[CH:15]=[C:16]4[C:20](=[CH:21][CH:22]=3)[N:19]([CH:36]([CH3:38])[CH3:37])[C:18]([C:23]([N:25]3[CH2:26][CH2:27][C:28]([F:31])([F:32])[CH2:29][CH2:30]3)=[O:24])=[CH:17]4)=[O:13])[CH2:10][CH2:11]2)[CH2:5][CH2:4][CH2:3][CH2:2]1. Reactant: [CH:1]1([N:6]2[CH2:11][CH2:10][N:9]([C:12]([C:14]3[CH:15]=[C:16]4[C:20](=[CH:21][CH:22]=3)[NH:19][C:18]([C:23]([N:25]3[CH2:30][CH2:29][C:28]([F:32])([F:31])[CH2:27][CH2:26]3)=[O:24])=[CH:17]4)=[O:13])[CH2:8][CH2:7]2)[CH2:5][CH2:4][CH2:3][CH2:2]1.[H-].[Na+].Br[CH:36]([CH3:38])[CH3:37]. The catalyst class is: 9.